This data is from Reaction yield outcomes from USPTO patents with 853,638 reactions. The task is: Predict the reaction yield, written as a fraction of the theoretical maximum amount of product (1.0 means a 100% yield; for example, 0.34 means a 34% yield). (1) The yield is 0.510. The product is [CH:38]1([N:19]2[C:18]3[CH:44]=[CH:45][C:15]([C:13]([NH:12][CH:8]([CH2:7][C:1]4[N:51]=[CH:52][NH:53][CH:2]=4)[C:9]([OH:11])=[O:10])=[O:14])=[CH:16][C:17]=3[N:21]=[C:20]2[C:22]2[CH:23]=[C:24]3[C:29](=[CH:30][CH:31]=2)[N:28]=[C:27]([C:32]2[CH:37]=[CH:36][CH:35]=[CH:34][CH:33]=2)[CH:26]=[N:25]3)[CH2:39][CH2:40][CH2:41][CH2:42][CH2:43]1. No catalyst specified. The reactants are [CH:1]1([CH2:7][CH:8]([NH:12][C:13]([C:15]2[CH:45]=[CH:44][C:18]3[N:19]([CH:38]4[CH2:43][CH2:42][CH2:41][CH2:40][CH2:39]4)[C:20]([C:22]4[CH:23]=[C:24]5[C:29](=[CH:30][CH:31]=4)[N:28]=[C:27]([C:32]4[CH:37]=[CH:36][CH:35]=[CH:34][CH:33]=4)[CH:26]=[N:25]5)=[N:21][C:17]=3[CH:16]=2)=[O:14])[C:9]([OH:11])=[O:10])CCCC[CH2:2]1.N(C(OCC1C2C(=CC=CC=2)C2C1=CC=CC=2)=O)[C@H](C(O)=O)CC1[N:53]=[CH:52][NH:51]C=1. (2) The reactants are [OH:1][CH2:2][CH2:3][N:4]([CH:22]([CH3:24])[CH3:23])[C:5]([C:7]1[S:8][C:9]2[CH2:10][CH2:11][O:12][C:13]3[CH:20]=[CH:19][C:18](Br)=[CH:17][C:14]=3[C:15]=2[N:16]=1)=[O:6].CC1(C)C(C)(C)OB([C:33]2[CH:34]=[CH:35][C:36]([NH2:39])=[N:37][CH:38]=2)O1. No catalyst specified. The product is [OH:1][CH2:2][CH2:3][N:4]([CH:22]([CH3:24])[CH3:23])[C:5]([C:7]1[S:8][C:9]2[CH2:10][CH2:11][O:12][C:13]3[CH:20]=[CH:19][C:18]([C:33]4[CH:38]=[N:37][C:36]([NH2:39])=[CH:35][CH:34]=4)=[CH:17][C:14]=3[C:15]=2[N:16]=1)=[O:6]. The yield is 0.130. (3) The reactants are Br[C:2]1[CH:3]=[N:4][CH:5]=[C:6]2[C:11]=1[N:10]=[C:9]([C:12]([NH:14][CH2:15][C:16]([F:19])([F:18])[F:17])=[O:13])[CH:8]=[CH:7]2.[F:20][C:21]1[CH:22]=[C:23](B(O)O)[CH:24]=[CH:25][C:26]=1[F:27].C(=O)([O-])[O-].[Cs+].[Cs+]. The catalyst is O1CCOCC1.O.C1(P([C-]2C=CC=C2)C2C=CC=CC=2)C=CC=CC=1.[C-]1(P(C2C=CC=CC=2)C2C=CC=CC=2)C=CC=C1.[Fe+2].[Pd](Cl)Cl. The product is [F:20][C:21]1[CH:22]=[C:23]([C:2]2[CH:3]=[N:4][CH:5]=[C:6]3[C:11]=2[N:10]=[C:9]([C:12]([NH:14][CH2:15][C:16]([F:19])([F:18])[F:17])=[O:13])[CH:8]=[CH:7]3)[CH:24]=[CH:25][C:26]=1[F:27]. The yield is 0.860. (4) The catalyst is CC(OC)(C)C.C1(P(C2C=CC=CC=2)[C-]2C=CC=C2)C=CC=CC=1.[C-]1(P(C2C=CC=CC=2)C2C=CC=CC=2)C=CC=C1.[Fe+2].[C-]#N.[Zn+2].[C-]#N. The product is [C:33]([C:7]1[C:8]([C:18]([F:21])([F:20])[F:19])=[C:9]2[C:4](=[CH:5][CH:6]=1)[NH:3][C:2]([CH3:1])=[C:10]2[C:11]([O:13][C:14]([CH3:17])([CH3:16])[CH3:15])=[O:12])#[N:34]. The yield is 0.850. The reactants are [CH3:1][C:2]1[NH:3][C:4]2[C:9]([C:10]=1[C:11]([O:13][C:14]([CH3:17])([CH3:16])[CH3:15])=[O:12])=[C:8]([C:18]([F:21])([F:20])[F:19])[C:7](OS(C(F)(F)F)(=O)=O)=[CH:6][CH:5]=2.O.N#N.[CH3:33][N:34]1C(=O)CCC1.